This data is from Reaction yield outcomes from USPTO patents with 853,638 reactions. The task is: Predict the reaction yield, written as a fraction of the theoretical maximum amount of product (1.0 means a 100% yield; for example, 0.34 means a 34% yield). The reactants are C([Li])CCC.[F:6][C:7]1[CH:12]=[CH:11][C:10]([F:13])=[CH:9][C:8]=1[O:14][CH3:15].Br[Si:17]([CH3:20])([CH3:19])[CH3:18].[Na]. The catalyst is C1COCC1.C(OCC)(=O)C.O. The product is [F:6][C:7]1[C:8]([O:14][CH3:15])=[C:9]([Si:17]([CH3:20])([CH3:19])[CH3:18])[C:10]([F:13])=[CH:11][CH:12]=1. The yield is 0.714.